From a dataset of Full USPTO retrosynthesis dataset with 1.9M reactions from patents (1976-2016). Predict the reactants needed to synthesize the given product. (1) Given the product [NH2:1][C:2]1[N:6]([C:29]([O:31][CH2:32][CH3:33])=[O:30])[N:5]=[C:4]2[C:7]([CH3:18])([CH3:17])[N:8]([C:10]([O:12][C:13]([CH3:16])([CH3:15])[CH3:14])=[O:11])[CH2:9][C:3]=12, predict the reactants needed to synthesize it. The reactants are: [NH2:1][C:2]1[NH:6][N:5]=[C:4]2[C:7]([CH3:18])([CH3:17])[N:8]([C:10]([O:12][C:13]([CH3:16])([CH3:15])[CH3:14])=[O:11])[CH2:9][C:3]=12.C(N(CC)C(C)C)(C)C.Cl[C:29]([O:31][CH2:32][CH3:33])=[O:30]. (2) Given the product [F:26][C:23]1[CH:22]=[CH:21][C:20]([C:17]2[C:18](=[O:19])[N:14]([CH:11]3[CH2:12][CH2:13][NH:8][CH2:9][CH2:10]3)[N:15]([CH3:42])[C:16]=2[C:27]2[CH:32]=[CH:31][N:30]=[C:29]([NH:33][CH:34]([C:36]3[CH:41]=[CH:40][CH:39]=[CH:38][CH:37]=3)[CH3:35])[N:28]=2)=[CH:25][CH:24]=1, predict the reactants needed to synthesize it. The reactants are: C(OC([N:8]1[CH2:13][CH2:12][CH:11]([N:14]2[C:18](=[O:19])[C:17]([C:20]3[CH:25]=[CH:24][C:23]([F:26])=[CH:22][CH:21]=3)=[C:16]([C:27]3[CH:32]=[CH:31][N:30]=[C:29]([NH:33][CH:34]([C:36]4[CH:41]=[CH:40][CH:39]=[CH:38][CH:37]=4)[CH3:35])[N:28]=3)[N:15]2[CH3:42])[CH2:10][CH2:9]1)=O)(C)(C)C.C(O)(C(F)(F)F)=O. (3) Given the product [Cl:20][C:17]1[CH:18]=[C:19]2[C:14](=[CH:15][CH:16]=1)[N:13]([C:25]1[N:30]=[C:29]([O:31][CH:32]3[CH2:33][CH2:34][CH2:35][CH2:36]3)[N:28]=[C:27]([N:37]3[C:46]4[C:41](=[CH:42][CH:43]=[CH:44][CH:45]=4)[CH2:40][CH2:39][CH2:38]3)[N:26]=1)[CH:12]=[C:11]2[C:9](=[O:10])[CH2:8][CH2:7][C:6]([OH:5])=[O:21], predict the reactants needed to synthesize it. The reactants are: C[Si](C)(C)CC[O:5][C:6](=[O:21])[CH2:7][CH2:8][C:9]([C:11]1[C:19]2[C:14](=[CH:15][CH:16]=[C:17]([Cl:20])[CH:18]=2)[NH:13][CH:12]=1)=[O:10].Cl[C:25]1[N:30]=[C:29]([O:31][CH:32]2[CH2:36][CH2:35][CH2:34][CH2:33]2)[N:28]=[C:27]([N:37]2[C:46]3[C:41](=[CH:42][CH:43]=[CH:44][CH:45]=3)[CH2:40][CH2:39][CH2:38]2)[N:26]=1.